Task: Regression. Given a peptide amino acid sequence and an MHC pseudo amino acid sequence, predict their binding affinity value. This is MHC class I binding data.. Dataset: Peptide-MHC class I binding affinity with 185,985 pairs from IEDB/IMGT (1) The peptide sequence is IHTIKTLGVY. The MHC is Mamu-B17 with pseudo-sequence Mamu-B17. The binding affinity (normalized) is 0.256. (2) The peptide sequence is IEEVMNIVL. The MHC is HLA-B57:01 with pseudo-sequence HLA-B57:01. The binding affinity (normalized) is 0.0847. (3) The peptide sequence is RGYVYQGL. The MHC is H-2-Db with pseudo-sequence H-2-Db. The binding affinity (normalized) is 0.0641. (4) The peptide sequence is VTTQRQSVY. The MHC is HLA-B58:01 with pseudo-sequence HLA-B58:01. The binding affinity (normalized) is 0.213. (5) The peptide sequence is SELTVSPPD. The MHC is HLA-B15:01 with pseudo-sequence HLA-B15:01. The binding affinity (normalized) is 0.0847. (6) The peptide sequence is FVIGGMTGV. The MHC is HLA-B07:02 with pseudo-sequence HLA-B07:02. The binding affinity (normalized) is 0.0490. (7) The peptide sequence is RSLFNTIAVLY. The MHC is HLA-A26:03 with pseudo-sequence HLA-A26:03. The binding affinity (normalized) is 0.0847.